From a dataset of Forward reaction prediction with 1.9M reactions from USPTO patents (1976-2016). Predict the product of the given reaction. (1) Given the reactants C1([C@H]([NH:9][C@@H:10]2[CH2:15][CH2:14][N:13]([C:16]([O:18][C:19]([CH3:22])([CH3:21])[CH3:20])=[O:17])[CH2:12][C@@H:11]2[C:23]([O:25][CH2:26][CH3:27])=[O:24])C)C=CC=CC=1.C([O-])=O.[NH4+], predict the reaction product. The product is: [NH2:9][C@@H:10]1[CH2:15][CH2:14][N:13]([C:16]([O:18][C:19]([CH3:20])([CH3:21])[CH3:22])=[O:17])[CH2:12][C@@H:11]1[C:23]([O:25][CH2:26][CH3:27])=[O:24]. (2) The product is: [C:13]([O:16][CH2:2][C:3]1[C:4]([C:5]#[N:6])=[C:7]([Cl:12])[CH:8]=[C:9]([Cl:11])[N:10]=1)(=[O:15])[CH3:14]. Given the reactants Br[CH2:2][C:3]1[N:10]=[C:9]([Cl:11])[CH:8]=[C:7]([Cl:12])[C:4]=1[C:5]#[N:6].[C:13]([O-:16])(=[O:15])[CH3:14].[Na+], predict the reaction product. (3) Given the reactants C[O:2][C:3]([C:5]1([CH2:10][CH2:11][CH2:12][CH2:13][S:14][CH3:15])[CH2:9][CH2:8][CH2:7][CH2:6]1)=[O:4].[OH-].[Na+], predict the reaction product. The product is: [CH3:15][S:14][CH2:13][CH2:12][CH2:11][CH2:10][C:5]1([C:3]([OH:4])=[O:2])[CH2:9][CH2:8][CH2:7][CH2:6]1. (4) The product is: [F:1][C:2]1[C:3]([I:29])=[C:4]([NH:8][C:9](=[O:15])[O:10][C:11]([CH3:12])([CH3:14])[CH3:13])[CH:5]=[N:6][CH:7]=1. Given the reactants [F:1][C:2]1[CH:3]=[C:4]([NH:8][C:9](=[O:15])[O:10][C:11]([CH3:14])([CH3:13])[CH3:12])[CH:5]=[N:6][CH:7]=1.CN(C)CCN(C)C.[Li]CCCC.[I:29]I.Cl, predict the reaction product. (5) Given the reactants [O:1]1[CH:5]=[CH:4][CH:3]=[C:2]1[CH2:6][NH2:7].Cl[C:9]1[CH:14]=[C:13]([C:15]2[CH:20]=[CH:19][CH:18]=[CH:17][CH:16]=2)[N:12]=[C:11]([NH2:21])[N:10]=1, predict the reaction product. The product is: [O:1]1[CH:5]=[CH:4][CH:3]=[C:2]1[CH2:6][NH:7][C:9]1[CH:14]=[C:13]([C:15]2[CH:20]=[CH:19][CH:18]=[CH:17][CH:16]=2)[N:12]=[C:11]([NH2:21])[N:10]=1.